From a dataset of Full USPTO retrosynthesis dataset with 1.9M reactions from patents (1976-2016). Predict the reactants needed to synthesize the given product. (1) Given the product [NH2:8][C:9]([CH3:14])([CH3:13])[C:10]([NH:39][C@H:40]([CH2:44][C@H:45]([NH:61][C:62]([C:64]1[O:65][CH:66]=[C:67]([CH:69]([CH3:71])[CH3:70])[N:68]=1)=[O:63])[CH2:46][C:47]1[CH:48]=[CH:49][C:50]([C:53]2[CH:58]=[C:57]([Cl:59])[CH:56]=[CH:55][C:54]=2[F:60])=[CH:51][CH:52]=1)[C:41]([OH:43])=[O:42])=[O:11], predict the reactants needed to synthesize it. The reactants are: C(OC([NH:8][C:9]([CH3:14])([CH3:13])[C:10](O)=[O:11])=O)(C)(C)C.CN(C(ON1N=NC2C=CC=NC1=2)=[N+](C)C)C.F[P-](F)(F)(F)(F)F.[NH2:39][C@H:40]([CH2:44][C@H:45]([NH:61][C:62]([C:64]1[O:65][CH:66]=[C:67]([CH:69]([CH3:71])[CH3:70])[N:68]=1)=[O:63])[CH2:46][C:47]1[CH:52]=[CH:51][C:50]([C:53]2[CH:58]=[C:57]([Cl:59])[CH:56]=[CH:55][C:54]=2[F:60])=[CH:49][CH:48]=1)[C:41]([OH:43])=[O:42].CCN(C(C)C)C(C)C. (2) Given the product [OH:5][NH:6][C:7](=[O:34])[CH2:8][C:9]1[CH:14]=[CH:13][C:12]([O:15][CH2:16][C:17]#[CH:18])=[CH:11][CH:10]=1, predict the reactants needed to synthesize it. The reactants are: C([O:5][NH:6][C:7](=[O:34])[CH:8](NS(C1C=CC(OCC#CC)=CC=1)(=O)=O)[C:9]1[CH:14]=[CH:13][C:12]([O:15][CH2:16][C:17]#[CH:18])=[CH:11][CH:10]=1)(C)(C)C. (3) The reactants are: [F:1][C:2]1[CH:7]=[CH:6][C:5]([C@@H:8]([N:10]2[CH2:15][CH2:14][CH2:13][CH:12](I)[C:11]2=[O:17])[CH3:9])=[CH:4][CH:3]=1.[P:18]([O:25]CC)([O:22][CH2:23][CH3:24])[O:19][CH2:20][CH3:21]. Given the product [F:1][C:2]1[CH:7]=[CH:6][C:5]([C@@H:8]([N:10]2[CH2:15][CH2:14][CH2:13][CH:12]([P:18](=[O:25])([O:22][CH2:23][CH3:24])[O:19][CH2:20][CH3:21])[C:11]2=[O:17])[CH3:9])=[CH:4][CH:3]=1, predict the reactants needed to synthesize it. (4) Given the product [CH2:34]([N:36]1[C:7]2[CH:8]=[CH:9][C:10]([CH2:11][N:12]3[CH2:17][CH2:16][CH:15]([C:18]4[CH:19]=[C:20]([NH:24][C:25](=[O:29])[CH:26]([CH3:28])[CH3:27])[CH:21]=[CH:22][CH:23]=4)[CH2:14][CH2:13]3)=[CH:30][C:31]=2[C:42]2[C:37]1=[CH:38][CH:39]=[CH:40][CH:41]=2)[CH3:35], predict the reactants needed to synthesize it. The reactants are: ClC1C=CC(O[C:7]2[CH:31]=[CH:30][C:10]([CH2:11][N:12]3[CH2:17][CH2:16][CH:15]([C:18]4[CH:19]=[C:20]([NH:24][C:25](=[O:29])[CH:26]([CH3:28])[CH3:27])[CH:21]=[CH:22][CH:23]=4)[CH2:14][CH2:13]3)=[CH:9][CH:8]=2)=CC=1.[CH2:34]([N:36]1C2C=CC(CN3CCC(C4C=CC(NC(=O)C(C)C)=CC=4)CC3)=CC=2[C:42]2[C:37]1=[CH:38][CH:39]=[CH:40][CH:41]=2)[CH3:35].C(N1C2C=CC(C=O)=CC=2C2C1=CC=CC=2)C.CC(C)C(NC1C=CC=C(C2CCNCC2)C=1)=O. (5) Given the product [CH3:10][O:9][C:3]1[CH:4]=[C:5]([CH3:8])[CH:6]=[CH:7][C:2]=1[C:17]1[CH:16]=[CH:15][CH:14]=[C:13]([O:12][CH3:11])[CH:18]=1, predict the reactants needed to synthesize it. The reactants are: Br[C:2]1[CH:7]=[CH:6][C:5]([CH3:8])=[CH:4][C:3]=1[O:9][CH3:10].[CH3:11][O:12][C:13]1[CH:14]=[C:15](B(O)O)[CH:16]=[CH:17][CH:18]=1.C([O-])([O-])=O.[Na+].[Na+]. (6) The reactants are: [NH2:1][C:2]1[C:11]2[N:12]=[C:13]([CH2:20][CH2:21][O:22][CH3:23])[N:14]([CH2:15][C:16]([CH3:19])([OH:18])[CH3:17])[C:10]=2[C:9]2[CH:8]=[CH:7][C:6]([O:24][CH2:25][C:26]3[CH:31]=[CH:30][CH:29]=[C:28]([NH2:32])[CH:27]=3)=[CH:5][C:4]=2[N:3]=1.C(N(CC)CC)C.ClCCl.[CH3:43][S:44](O[S:44]([CH3:43])(=[O:46])=[O:45])(=[O:46])=[O:45]. Given the product [NH2:1][C:2]1[C:11]2[N:12]=[C:13]([CH2:20][CH2:21][O:22][CH3:23])[N:14]([CH2:15][C:16]([OH:18])([CH3:17])[CH3:19])[C:10]=2[C:9]2[CH:8]=[CH:7][C:6]([O:24][CH2:25][C:26]3[CH:27]=[C:28]([NH:32][S:44]([CH3:43])(=[O:46])=[O:45])[CH:29]=[CH:30][CH:31]=3)=[CH:5][C:4]=2[N:3]=1, predict the reactants needed to synthesize it. (7) Given the product [CH3:1][S:2][C:3](=[CH:8][S:26][C:20]1[CH:25]=[CH:24][CH:23]=[CH:22][CH:21]=1)[C:4]([O:6][CH3:7])=[O:5], predict the reactants needed to synthesize it. The reactants are: [CH3:1][S:2][C:3](=[CH:8]OS(C1C=CC(C)=CC=1)(=O)=O)[C:4]([O:6][CH3:7])=[O:5].[C:20]1([SH:26])[CH:25]=[CH:24][CH:23]=[CH:22][CH:21]=1.C(N(CC)CC)C.COC(C)(C)C.